Dataset: Catalyst prediction with 721,799 reactions and 888 catalyst types from USPTO. Task: Predict which catalyst facilitates the given reaction. (1) Product: [F:22][C:19]1[CH:18]=[CH:17][C:16]([C:15]#[C:14][C:11]2[CH:12]=[CH:13][C:8]3[N:7]=[C:30]([C:31]4[CH:36]=[CH:35][CH:34]=[C:33]([N:37]5[CH:41]=[N:40][N:39]=[N:38]5)[CH:32]=4)[CH2:29][C:28](=[O:43])[NH:23][C:9]=3[CH:10]=2)=[CH:21][CH:20]=1. The catalyst class is: 2. Reactant: C(OC(=O)[NH:7][C:8]1[CH:13]=[CH:12][C:11]([C:14]#[C:15][C:16]2[CH:21]=[CH:20][C:19]([F:22])=[CH:18][CH:17]=2)=[CH:10][C:9]=1[NH2:23])(C)(C)C.C(O[C:28](=[O:43])[CH2:29][C:30](=O)[C:31]1[CH:36]=[CH:35][CH:34]=[C:33]([N:37]2[CH:41]=[N:40][N:39]=[N:38]2)[CH:32]=1)C.C(O)(C(F)(F)F)=O. (2) Reactant: [CH2:1]([C:4]1([CH2:24][F:25])[S:9](=[O:11])(=[O:10])[CH2:8][C@:7]([C:13]2[CH:18]=[C:17]([N+:19]([O-:21])=[O:20])[CH:16]=[CH:15][C:14]=2[F:22])([CH3:12])[N:6]=[C:5]1[NH2:23])[CH:2]=[CH2:3].[CH3:26][C:27]([O:30][C:31](O[C:31]([O:30][C:27]([CH3:29])([CH3:28])[CH3:26])=[O:32])=[O:32])([CH3:29])[CH3:28]. Product: [CH2:1]([C:4]1([CH2:24][F:25])[S:9](=[O:11])(=[O:10])[CH2:8][C@:7]([C:13]2[CH:18]=[C:17]([N+:19]([O-:21])=[O:20])[CH:16]=[CH:15][C:14]=2[F:22])([CH3:12])[N:6]=[C:5]1[N:23]([C:31]([O:30][C:27]([CH3:29])([CH3:28])[CH3:26])=[O:32])[C:31](=[O:32])[O:30][C:27]([CH3:29])([CH3:28])[CH3:26])[CH:2]=[CH2:3]. The catalyst class is: 154. (3) Reactant: [F:1][C:2]1[CH:3]=[C:4]([CH:52]=[CH:53][CH:54]=1)[O:5][C:6]1([CH2:50][OH:51])[CH2:11][CH2:10][CH2:9][CH:8]([NH:12][C:13]([C:15]2[CH:16]=[C:17]3[C:21](=[CH:22][CH:23]=2)[N:20](C(C2C=CC=CC=2)(C2C=CC=CC=2)C2C=CC=CC=2)[N:19]=[C:18]3[C:43]2[CH:48]=[CH:47][N:46]=[C:45]([CH3:49])[CH:44]=2)=[O:14])[CH2:7]1.[SiH](CC)(CC)CC. Product: [F:1][C:2]1[CH:3]=[C:4]([CH:52]=[CH:53][CH:54]=1)[O:5][C:6]1([CH2:50][OH:51])[CH2:11][CH2:10][CH2:9][CH:8]([NH:12][C:13]([C:15]2[CH:16]=[C:17]3[C:21](=[CH:22][CH:23]=2)[NH:20][N:19]=[C:18]3[C:43]2[CH:48]=[CH:47][N:46]=[C:45]([CH3:49])[CH:44]=2)=[O:14])[CH2:7]1. The catalyst class is: 67. (4) Reactant: [OH:1][C:2]1[CH:3]=[N:4][C:5]2[N:6]([N:8]=[C:9]([C:21]3[CH:26]=[CH:25][CH:24]=[CH:23][CH:22]=3)[C:10]=2[CH2:11][N:12]2[CH2:16][CH:15]([CH2:17][CH2:18][CH3:19])[CH2:14][C:13]2=[O:20])[CH:7]=1.IC.[C:29]([O-])([O-])=O.[K+].[K+]. Product: [CH3:29][O:1][C:2]1[CH:3]=[N:4][C:5]2[N:6]([N:8]=[C:9]([C:21]3[CH:22]=[CH:23][CH:24]=[CH:25][CH:26]=3)[C:10]=2[CH2:11][N:12]2[CH2:16][CH:15]([CH2:17][CH2:18][CH3:19])[CH2:14][C:13]2=[O:20])[CH:7]=1. The catalyst class is: 21. (5) Reactant: [Cl:1][C:2]1[CH:3]=[C:4]([C:8]2[N:16]=[C:15]([C:17]([NH:19][NH2:20])=[O:18])[N:14]=[C:13]3[C:9]=2[N:10]([CH2:29][C@H:30]2[CH2:35][CH2:34][C@H:33]([CH3:36])[CH2:32][CH2:31]2)[C:11]([CH:21]([OH:28])[CH:22]2[CH2:27][CH2:26][O:25][CH2:24][CH2:23]2)=[N:12]3)[CH:5]=[CH:6][CH:7]=1.[C:37](N1C=CN=C1)(N1C=CN=C1)=[O:38].N12CCCN=C1CCCCC2. Product: [Cl:1][C:2]1[CH:3]=[C:4]([C:8]2[N:16]=[C:15]([C:17]3[O:18][C:37](=[O:38])[NH:20][N:19]=3)[N:14]=[C:13]3[C:9]=2[N:10]([CH2:29][C@H:30]2[CH2:31][CH2:32][C@H:33]([CH3:36])[CH2:34][CH2:35]2)[C:11]([CH:21]([OH:28])[CH:22]2[CH2:23][CH2:24][O:25][CH2:26][CH2:27]2)=[N:12]3)[CH:5]=[CH:6][CH:7]=1. The catalyst class is: 10. (6) Reactant: [Cl:1][C:2]1[CH:3]=[C:4]2[C:13](=[C:14]3[C:19]=1[CH:18]=[CH:17][CH:16]=[N:15]3)[NH:12][S:11](=[O:21])(=[O:20])[C:10]1[C:5]2=[CH:6][C:7]([C:22]([OH:24])=[O:23])=[CH:8][CH:9]=1.[C:25]([N:32]1[CH2:36][CH2:35][CH:34](O)[CH2:33]1)([O:27][C:28]([CH3:31])([CH3:30])[CH3:29])=[O:26].CCN=C=NCCCN(C)C.Cl.C1C=CC2N(O)N=NC=2C=1. Product: [C:28]([O:27][C:25]([N:32]1[CH2:36][CH2:35][CH:34]([O:23][C:22]([C:7]2[CH:6]=[C:5]3[C:10]([S:11](=[O:21])(=[O:20])[NH:12][C:13]4[C:4]3=[CH:3][C:2]([Cl:1])=[C:19]3[C:14]=4[N:15]=[CH:16][CH:17]=[CH:18]3)=[CH:9][CH:8]=2)=[O:24])[CH2:33]1)=[O:26])([CH3:31])([CH3:29])[CH3:30]. The catalyst class is: 3. (7) Reactant: [CH2:1]([NH:8][C:9]([C:11]1[S:15][C:14](Br)=[N:13][C:12]=1[CH3:17])=[O:10])[C:2]1[CH:7]=[CH:6][CH:5]=[CH:4][CH:3]=1.[CH2:18]([N:25]1[CH2:29][CH2:28][NH:27][C:26]1=[N:30][C:31]#[N:32])[C:19]1[CH:24]=[CH:23][CH:22]=[CH:21][CH:20]=1.C1(N)CCCCC1N.C(=O)([O-])[O-].[K+].[K+]. Product: [CH2:1]([NH:8][C:9]([C:11]1[S:15][C:14]([N:27]2[CH2:28][CH2:29][N:25]([CH2:18][C:19]3[CH:24]=[CH:23][CH:22]=[CH:21][CH:20]=3)[C:26]2=[N:30][C:31]#[N:32])=[N:13][C:12]=1[CH3:17])=[O:10])[C:2]1[CH:7]=[CH:6][CH:5]=[CH:4][CH:3]=1. The catalyst class is: 590.